This data is from Peptide-MHC class I binding affinity with 185,985 pairs from IEDB/IMGT. The task is: Regression. Given a peptide amino acid sequence and an MHC pseudo amino acid sequence, predict their binding affinity value. This is MHC class I binding data. The peptide sequence is FQPQNMQFI. The MHC is H-2-Kb with pseudo-sequence H-2-Kb. The binding affinity (normalized) is 0.0258.